Regression. Given a peptide amino acid sequence and an MHC pseudo amino acid sequence, predict their binding affinity value. This is MHC class I binding data. From a dataset of Peptide-MHC class I binding affinity with 185,985 pairs from IEDB/IMGT. (1) The peptide sequence is FPDPPTDTP. The MHC is Mamu-A2201 with pseudo-sequence Mamu-A2201. The binding affinity (normalized) is 0. (2) The peptide sequence is KKSAFYQSY. The MHC is HLA-A02:19 with pseudo-sequence HLA-A02:19. The binding affinity (normalized) is 0.0847. (3) The peptide sequence is RECGARVIL. The MHC is HLA-B44:02 with pseudo-sequence HLA-B44:02. The binding affinity (normalized) is 0.0847. (4) The peptide sequence is TLYCVHQRI. The MHC is HLA-B40:02 with pseudo-sequence HLA-B40:02. The binding affinity (normalized) is 0. (5) The peptide sequence is RVVEPIKQI. The MHC is HLA-A80:01 with pseudo-sequence HLA-A80:01. The binding affinity (normalized) is 0.0847. (6) The peptide sequence is FLCPTFTLK. The MHC is HLA-B27:05 with pseudo-sequence HLA-B27:05. The binding affinity (normalized) is 0.0847. (7) The peptide sequence is NRLKPRDFK. The MHC is HLA-A11:01 with pseudo-sequence HLA-A11:01. The binding affinity (normalized) is 0.0847. (8) The peptide sequence is FHEFLSSKL. The MHC is HLA-B39:01 with pseudo-sequence HLA-B39:01. The binding affinity (normalized) is 0.603. (9) The peptide sequence is VVYRAFDIY. The MHC is HLA-A31:01 with pseudo-sequence HLA-A31:01. The binding affinity (normalized) is 0.171. (10) The peptide sequence is MSYCVVKA. The MHC is H-2-Kb with pseudo-sequence H-2-Kb. The binding affinity (normalized) is 0.151.